This data is from Forward reaction prediction with 1.9M reactions from USPTO patents (1976-2016). The task is: Predict the product of the given reaction. (1) Given the reactants C(NC(C)C)(C)C.C([Li])CCC.[O:13]1[CH2:17][CH2:16][O:15][CH:14]1[C:18]1[CH:19]=[CH:20][C:21]([F:24])=[N:22][CH:23]=1.[B:25](OC(C)C)([O:30]C(C)C)[O:26]C(C)C, predict the reaction product. The product is: [O:13]1[CH2:17][CH2:16][O:15][CH:14]1[C:18]1[CH:19]=[C:20]([B:25]([OH:30])[OH:26])[C:21]([F:24])=[N:22][CH:23]=1. (2) Given the reactants [NH:1]1[CH:5]=[CH:4][CH:3]=[N:2]1.[H-].[Na+].CS(O[CH:13]1[CH2:18][CH2:17][N:16]([C:19]([O:21][C:22]([CH3:25])([CH3:24])[CH3:23])=[O:20])[CH2:15][CH2:14]1)(=O)=O, predict the reaction product. The product is: [N:1]1([CH:13]2[CH2:18][CH2:17][N:16]([C:19]([O:21][C:22]([CH3:25])([CH3:24])[CH3:23])=[O:20])[CH2:15][CH2:14]2)[CH:5]=[CH:4][CH:3]=[N:2]1.